From a dataset of Full USPTO retrosynthesis dataset with 1.9M reactions from patents (1976-2016). Predict the reactants needed to synthesize the given product. (1) Given the product [CH3:23][O:22][CH:21]([O:24][CH3:25])[CH2:20][O:12][C:4]1[CH:5]=[CH:6][C:7]([N+:9]([O-:11])=[O:10])=[CH:8][C:3]=1[O:2][CH3:1], predict the reactants needed to synthesize it. The reactants are: [CH3:1][O:2][C:3]1[CH:8]=[C:7]([N+:9]([O-:11])=[O:10])[CH:6]=[CH:5][C:4]=1[OH:12].C([O-])([O-])=O.[K+].[K+].Br[CH2:20][CH:21]([O:24][CH3:25])[O:22][CH3:23]. (2) Given the product [NH2:21][C:22]1[CH:27]=[C:26]([C:2]2[CH:3]=[CH:4][N:5]3[C:10]([C:11]=2[CH3:12])=[C:9]([CH:13]2[CH2:15][CH2:14]2)[CH:8]=[C:7]([C:16]([O:18][CH3:19])=[O:17])[C:6]3=[O:20])[CH:25]=[CH:24][CH:23]=1, predict the reactants needed to synthesize it. The reactants are: Cl[C:2]1[CH:3]=[CH:4][N:5]2[C:10]([C:11]=1[CH3:12])=[C:9]([CH:13]1[CH2:15][CH2:14]1)[CH:8]=[C:7]([C:16]([O:18][CH3:19])=[O:17])[C:6]2=[O:20].[NH2:21][C:22]1[CH:23]=[C:24](B(O)O)[CH:25]=[CH:26][CH:27]=1.